From a dataset of Reaction yield outcomes from USPTO patents with 853,638 reactions. Predict the reaction yield, written as a fraction of the theoretical maximum amount of product (1.0 means a 100% yield; for example, 0.34 means a 34% yield). (1) The reactants are [NH:1]1[CH2:6][CH2:5][CH2:4][CH2:3][CH2:2]1.[CH:7]([C:9]1[CH:24]=[CH:23][C:12]([O:13][C:14]2[CH:22]=[CH:21][C:17]([C:18]([NH2:20])=[O:19])=[CH:16][N:15]=2)=[CH:11][CH:10]=1)=O.C(O[BH-](OC(=O)C)OC(=O)C)(=O)C.[Na+].C(O)(=O)C. The catalyst is ClCCCl.CO.C(Cl)Cl. The product is [N:1]1([CH2:7][C:9]2[CH:24]=[CH:23][C:12]([O:13][C:14]3[CH:22]=[CH:21][C:17]([C:18]([NH2:20])=[O:19])=[CH:16][N:15]=3)=[CH:11][CH:10]=2)[CH2:6][CH2:5][CH2:4][CH2:3][CH2:2]1. The yield is 0.880. (2) The reactants are [Cl:1][C:2]1[CH:11]=[CH:10][C:9](I)=[CH:8][C:3]=1[C:4]([O:6][CH3:7])=[O:5].C(=O)([O-])[O-].[Cs+].[Cs+].[CH3:19][N:20]([CH3:27])[CH:21]1[CH2:26][CH2:25][NH:24][CH2:23][CH2:22]1. The catalyst is O1CCOCC1.C([O-])(=O)C.[Pd+2].C([O-])(=O)C.C1C=CC(P(C2C(C3C(P(C4C=CC=CC=4)C4C=CC=CC=4)=CC=C4C=3C=CC=C4)=C3C(C=CC=C3)=CC=2)C2C=CC=CC=2)=CC=1. The product is [Cl:1][C:2]1[CH:11]=[CH:10][C:9]([N:24]2[CH2:25][CH2:26][CH:21]([N:20]([CH3:27])[CH3:19])[CH2:22][CH2:23]2)=[CH:8][C:3]=1[C:4]([O:6][CH3:7])=[O:5]. The yield is 0.683. (3) The catalyst is COCC(O)C.ClCCl.CO. The yield is 0.0800. The product is [N+:22]([C:25]1[C:26]2[C:30]([CH:31]=[C:32]([C:34]([F:37])([F:36])[F:35])[CH:33]=1)=[N:29][N:28]1[C:6]([CH:8]3[CH2:9][CH2:10][N:11]([C:14]([O:16][C:17]([CH3:18])([CH3:19])[CH3:20])=[O:15])[CH2:12][CH2:13]3)=[CH:5][C:4](=[O:21])[NH:38][C:27]=21)([O-:24])=[O:23]. The reactants are C(O[C:4](=[O:21])[CH2:5][C:6]([CH:8]1[CH2:13][CH2:12][N:11]([C:14]([O:16][C:17]([CH3:20])([CH3:19])[CH3:18])=[O:15])[CH2:10][CH2:9]1)=O)C.[N+:22]([C:25]1[CH:33]=[C:32]([C:34]([F:37])([F:36])[F:35])[CH:31]=[C:30]2[C:26]=1[C:27]([NH2:38])=[N:28][NH:29]2)([O-:24])=[O:23].P([O-])([O-])([O-])=O.[K+].[K+].[K+]. (4) The reactants are [F:1][C:2]1[CH:7]=[CH:6][C:5]([F:8])=[CH:4][C:3]=1[CH:9]1[CH2:13][CH2:12][CH2:11][N:10]1[C:14]1[CH:19]=[CH:18][N:17]2[N:20]=[CH:21][C:22](/[CH:23]=[CH:24]/[C:25]([OH:27])=O)=[C:16]2[N:15]=1.CN(C(ON1N=NC2[CH:39]=[CH:40][CH:41]=[N:42]C1=2)=[N+](C)C)C.F[P-](F)(F)(F)(F)F.CCN(C(C)C)C(C)C.C1(N)CC1. The catalyst is CN(C=O)C.CCOC(C)=O. The product is [CH:41]1([NH:42][C:25](=[O:27])/[CH:24]=[CH:23]/[C:22]2[CH:21]=[N:20][N:17]3[CH:18]=[CH:19][C:14]([N:10]4[CH2:11][CH2:12][CH2:13][CH:9]4[C:3]4[CH:4]=[C:5]([F:8])[CH:6]=[CH:7][C:2]=4[F:1])=[N:15][C:16]=23)[CH2:39][CH2:40]1. The yield is 0.540.